This data is from Full USPTO retrosynthesis dataset with 1.9M reactions from patents (1976-2016). The task is: Predict the reactants needed to synthesize the given product. (1) Given the product [NH:7]1[C:8]2[C:4](=[CH:3][C:2]([O:1][C:12]3[CH:21]=[C:20]([F:22])[CH:19]=[CH:18][C:13]=3[C:14]([O:16][CH3:17])=[O:15])=[CH:10][CH:9]=2)[CH:5]=[CH:6]1, predict the reactants needed to synthesize it. The reactants are: [OH:1][C:2]1[CH:3]=[C:4]2[C:8](=[CH:9][CH:10]=1)[NH:7][CH:6]=[CH:5]2.F[C:12]1[CH:21]=[C:20]([F:22])[CH:19]=[CH:18][C:13]=1[C:14]([O:16][CH3:17])=[O:15].[O-]P([O-])([O-])=O.[K+].[K+].[K+]. (2) The reactants are: FC(F)(F)S(O[C:7]1[C:11]2[C:12]([CH3:19])=[C:13]([Br:18])[C:14]([CH3:17])=[C:15]([CH3:16])[C:10]=2[O:9][CH:8]=1)(=O)=O.[CH2:22]([C:24]1[CH:29]=[CH:28][C:27](B(O)O)=[CH:26][CH:25]=1)[CH3:23].C(=O)([O-])[O-].[Na+].[Na+].C(O)C. Given the product [Br:18][C:13]1[C:14]([CH3:17])=[C:15]([CH3:16])[C:10]2[O:9][CH:8]=[C:7]([C:27]3[CH:28]=[CH:29][C:24]([CH2:22][CH3:23])=[CH:25][CH:26]=3)[C:11]=2[C:12]=1[CH3:19], predict the reactants needed to synthesize it. (3) Given the product [NH:12]1[C:13]2[C:18](=[CH:17][CH:16]=[CH:15][CH:14]=2)[C:10]([C:8](=[O:9])[CH:32]([NH:31][C:30]2[CH:38]=[CH:39][CH:40]=[C:28]([O:27][CH3:26])[CH:29]=2)[C:33]2[CH:37]=[CH:36][S:35][CH:34]=2)=[CH:11]1, predict the reactants needed to synthesize it. The reactants are: C(N(CC)CC)C.[CH:8]([C:10]1[C:18]2[C:13](=[CH:14][CH:15]=[CH:16][CH:17]=2)[N:12](C(OC(C)(C)C)=O)[CH:11]=1)=[O:9].[CH3:26][O:27][C:28]1[CH:29]=[C:30]([CH:38]=[CH:39][CH:40]=1)[N:31]=[CH:32][C:33]1[CH:37]=[CH:36][S:35][CH:34]=1. (4) The reactants are: [Cl:1][C:2]1[CH:7]=[CH:6][C:5]([NH:8][C:9]([NH:11][CH2:12][CH:13]2[O:18][CH2:17][CH2:16][NH:15][CH2:14]2)=[O:10])=[CH:4][CH:3]=1.Br[CH2:20][C:21]1[CH:30]=[CH:29][C:28]2[C:23](=[CH:24][CH:25]=[CH:26][CH:27]=2)[CH:22]=1. Given the product [Cl:1][C:2]1[CH:7]=[CH:6][C:5]([NH:8][C:9]([NH:11][CH2:12][CH:13]2[O:18][CH2:17][CH2:16][N:15]([CH2:20][C:21]3[CH:30]=[CH:29][C:28]4[C:23](=[CH:24][CH:25]=[CH:26][CH:27]=4)[CH:22]=3)[CH2:14]2)=[O:10])=[CH:4][CH:3]=1, predict the reactants needed to synthesize it. (5) Given the product [CH:10]([C:6]1[CH:7]=[CH:8][CH:9]=[C:4]([CH:2]([CH3:3])[CH3:1])[C:5]=1[C:13]1[N:17]2[C:18]3[CH:19]=[CH:20][CH:21]=[CH:22][C:23]=3[C:24]3[CH:25]=[CH:26][C:27]([O:30][CH3:31])=[CH:28][C:29]=3[C:16]2=[N:15][CH:14]=1)([CH3:11])[CH3:12], predict the reactants needed to synthesize it. The reactants are: [CH2:1]=[C:2]([C:4]1[CH:9]=[CH:8][CH:7]=[C:6]([C:10]([CH3:12])=[CH2:11])[C:5]=1[C:13]1[N:17]2[C:18]3[CH:19]=[CH:20][CH:21]=[CH:22][C:23]=3[C:24]3[CH:25]=[CH:26][C:27]([O:30][CH3:31])=[CH:28][C:29]=3[C:16]2=[N:15][CH:14]=1)[CH3:3]. (6) Given the product [Cl:1][C:2]1[C:3]([O:12][CH2:13][CH:14]2[CH2:15][CH2:16][CH2:17][CH2:18][CH2:19]2)=[CH:4][C:5]([F:11])=[C:6]([CH:10]=1)[C:7]([O:9][C:29]([CH3:33])([CH3:30])[CH3:28])=[O:8], predict the reactants needed to synthesize it. The reactants are: [Cl:1][C:2]1[C:3]([O:12][CH2:13][C:14]2(C(F)(F)F)[CH2:19][CH2:18][CH2:17][CH2:16][CH2:15]2)=[CH:4][C:5]([F:11])=[C:6]([CH:10]=1)[C:7]([OH:9])=[O:8].ClC1C(OCC2CCCCC2)=C[C:28](F)=[C:29]([CH:33]=1)[C:30](O)=O.